Predict the reactants needed to synthesize the given product. From a dataset of Full USPTO retrosynthesis dataset with 1.9M reactions from patents (1976-2016). (1) Given the product [CH2:14]([O:13][P:12]([CH:8]([NH:5][C:1]([CH3:4])([CH3:3])[CH3:2])[C:7]([CH3:11])([CH3:10])[CH3:6])(=[O:19])[O:16][CH2:17][CH3:18])[CH3:15], predict the reactants needed to synthesize it. The reactants are: [C:1]([NH2:5])([CH3:4])([CH3:3])[CH3:2].[CH3:6][C:7]([CH3:11])([CH3:10])[CH:8]=O.[P:12]([O-:19])([O:16][CH2:17][CH3:18])[O:13][CH2:14][CH3:15]. (2) Given the product [O:14]1[CH:15]=[CH:16][CH:17]=[C:13]1[C:10]1[CH:11]=[CH:12][C:7]([C:4]([CH3:6])([CH3:5])[C:3]([OH:18])=[O:2])=[CH:8][CH:9]=1, predict the reactants needed to synthesize it. The reactants are: C[O:2][C:3](=[O:18])[C:4]([C:7]1[CH:12]=[CH:11][C:10]([C:13]2[O:14][CH:15]=[CH:16][CH:17]=2)=[CH:9][CH:8]=1)([CH3:6])[CH3:5].[OH-].[Na+].Cl. (3) Given the product [CH3:25][O:24][C:21]1[CH:22]=[CH:23][C:18]([CH2:17][CH2:16][NH:1][CH:2]2[CH2:7][CH2:6][CH2:5][CH2:4][CH:3]2[OH:8])=[CH:19][CH:20]=1, predict the reactants needed to synthesize it. The reactants are: [NH2:1][CH:2]1[CH2:7][CH2:6][CH2:5][CH2:4][CH:3]1[OH:8].C([O-])([O-])=O.[K+].[K+].Cl[CH2:16][CH2:17][C:18]1[CH:23]=[CH:22][C:21]([O:24][CH3:25])=[CH:20][CH:19]=1.CO. (4) Given the product [C:1]([O:4][C:5]1[CH:10]=[CH:9][C:8]([C:15]#[N:17])=[CH:7][C:6]=1[CH3:12])(=[O:3])[CH3:2], predict the reactants needed to synthesize it. The reactants are: [C:1]([O:4][C:5]1[CH:10]=[CH:9][C:8](Br)=[CH:7][C:6]=1[CH3:12])(=[O:3])[CH3:2].O.C[C:15]([N:17](C)C)=O. (5) Given the product [C:5]1([CH:12]=[CH:13][C:14]2[CH:7]=[CH:8][C:3]([OH:17])=[CH:4][CH:5]=2)[CH:4]=[C:3]([OH:2])[CH:8]=[C:7]([OH:10])[CH:6]=1.[CH3:11][O:10][C:7]1[C:8]([OH:9])=[C:3]([O:2][CH3:1])[CH:4]=[C:5](/[CH:12]=[CH:13]/[C:14]([OH:16])=[O:15])[CH:6]=1, predict the reactants needed to synthesize it. The reactants are: [CH3:1][O:2][C:3]1[C:8]([OH:9])=[C:7]([O:10][CH3:11])[CH:6]=[C:5](/[CH:12]=[CH:13]/[C:14]([OH:16])=[O:15])[CH:4]=1.[OH2:17]. (6) Given the product [CH3:37][O:36][C:32]1[N:31]=[C:30]([CH2:29][O:27][C:24]2[CH:25]=[CH:26][C:21]([CH2:20][C:17]3[CH:16]=[C:15]([C:14]4[C:9]([NH2:8])=[N:10][CH:11]=[CH:12][CH:13]=4)[O:19][N:18]=3)=[CH:22][CH:23]=2)[CH:35]=[CH:34][CH:33]=1, predict the reactants needed to synthesize it. The reactants are: O1CCCC1.[OH-].[Na+].[NH2:8][C:9]1[C:14]([C:15]2[O:19][N:18]=[C:17]([CH2:20][C:21]3[CH:26]=[CH:25][C:24]([OH:27])=[CH:23][CH:22]=3)[CH:16]=2)=[CH:13][CH:12]=[CH:11][N:10]=1.Cl[CH2:29][C:30]1[CH:35]=[CH:34][CH:33]=[C:32]([O:36][CH3:37])[N:31]=1.